Dataset: Full USPTO retrosynthesis dataset with 1.9M reactions from patents (1976-2016). Task: Predict the reactants needed to synthesize the given product. (1) The reactants are: [Br:1][C:2]1[CH:3]=[CH:4][C:5]2[C:6](=[C:18]3[CH2:23][CH2:22][N:21]([C:24](=[O:29])[C:25]([F:28])([F:27])[F:26])[CH2:20][CH2:19]3)[C:7]3[C:12]([O:13][C:14]=2[CH:15]=1)=[C:11]([O:16][CH3:17])[CH:10]=[CH:9][CH:8]=3.C(N(CC)C(C1C=CC2C(=C3CCNCC3)C3C(OC=2C=1)=CC=CC=3)=O)C.C(N(CC)C(C1C=CC2C(C3CCNCC3)C3C(OC=2C=1)=CC=CC=3)=O)C. Given the product [Br:1][C:2]1[CH:3]=[CH:4][C:5]2[CH:6]([CH:18]3[CH2:23][CH2:22][N:21]([C:24](=[O:29])[C:25]([F:26])([F:27])[F:28])[CH2:20][CH2:19]3)[C:7]3[C:12]([O:13][C:14]=2[CH:15]=1)=[C:11]([O:16][CH3:17])[CH:10]=[CH:9][CH:8]=3, predict the reactants needed to synthesize it. (2) The reactants are: COCC[O:5][C:6](=[O:33])[CH2:7][NH:8][C:9]1[S:10][C:11]2[N:12]=[C:13]([N:18]3[CH2:23][CH2:22][CH:21]([O:24][C:25]4[CH:30]=[C:29]([F:31])[CH:28]=[CH:27][C:26]=4[Br:32])[CH2:20][CH2:19]3)[N:14]=[CH:15][C:16]=2[N:17]=1.[OH-].[Na+]. Given the product [Br:32][C:26]1[CH:27]=[CH:28][C:29]([F:31])=[CH:30][C:25]=1[O:24][CH:21]1[CH2:20][CH2:19][N:18]([C:13]2[N:14]=[CH:15][C:16]3[N:17]=[C:9]([NH:8][CH2:7][C:6]([OH:33])=[O:5])[S:10][C:11]=3[N:12]=2)[CH2:23][CH2:22]1, predict the reactants needed to synthesize it.